Dataset: Catalyst prediction with 721,799 reactions and 888 catalyst types from USPTO. Task: Predict which catalyst facilitates the given reaction. (1) Reactant: [Cl:1][C:2]1[CH:3]=[N:4][CH:5]=[C:6]([Cl:10])[C:7]=1[CH2:8]O.P(Br)(Br)[Br:12]. Product: [Br:12][CH2:8][C:7]1[C:2]([Cl:1])=[CH:3][N:4]=[CH:5][C:6]=1[Cl:10]. The catalyst class is: 22. (2) Reactant: C[O:2][C:3](=[O:22])[CH2:4][CH2:5][CH2:6][CH2:7][C:8]1[O:9][CH:10]=[C:11]([C:13]2[CH:18]=[C:17]([Cl:19])[CH:16]=[CH:15][C:14]=2[O:20]C)[N:12]=1.B(Br)(Br)Br. Product: [Cl:19][C:17]1[CH:16]=[CH:15][C:14]([OH:20])=[C:13]([C:11]2[N:12]=[C:8]([CH2:7][CH2:6][CH2:5][CH2:4][C:3]([OH:22])=[O:2])[O:9][CH:10]=2)[CH:18]=1. The catalyst class is: 2. (3) Reactant: [Cl:1][C:2]1[C:3]([CH:14]=[O:15])=[CH:4][NH:5][C:6]=1[C:7]1[C:8]([F:13])=[N:9][CH:10]=[CH:11][CH:12]=1.[H-].[Na+].C1OCCOCCOCCOCCOC1.[N:33]1[CH:38]=[CH:37][CH:36]=[C:35]([S:39](Cl)(=[O:41])=[O:40])[CH:34]=1. Product: [Cl:1][C:2]1[C:3]([CH:14]=[O:15])=[CH:4][N:5]([S:39]([C:35]2[CH:34]=[N:33][CH:38]=[CH:37][CH:36]=2)(=[O:41])=[O:40])[C:6]=1[C:7]1[C:8]([F:13])=[N:9][CH:10]=[CH:11][CH:12]=1. The catalyst class is: 334. (4) Reactant: ClC(OC(C)C)=O.C[N:9]1[CH2:14][CH2:13][O:12][CH2:11][CH2:10]1.[C:15]([C:18]1[N:19]=[CH:20][N:21]2[C:26](=[O:27])[N:25]([CH2:28][C:29]([OH:31])=O)[N:24]=[N:23][C:22]=12)(=[O:17])[NH2:16].N1CCOCC1.C(N(CC)CC)C. Product: [C:15]([C:18]1[N:19]=[CH:20][N:21]2[C:26](=[O:27])[N:25]([CH2:28][C:29]([N:9]3[CH2:14][CH2:13][O:12][CH2:11][CH2:10]3)=[O:31])[N:24]=[N:23][C:22]=12)(=[O:17])[NH2:16]. The catalyst class is: 869. (5) Reactant: [Cl:1][C:2]1[C:3]([F:11])=[C:4]([CH2:8][CH:9]=O)[CH:5]=[CH:6][CH:7]=1.S([CH2:22][N+:23]#[C-:24])(C1C=CC(C)=CC=1)(=O)=O.[C-]#[N:26].[Na+]. Product: [Cl:1][C:2]1[C:3]([F:11])=[C:4]([CH:5]=[CH:6][CH:7]=1)[CH2:8][C:9]1[NH:26][CH:22]=[N:23][CH:24]=1. The catalyst class is: 14. (6) Reactant: [Cl:1][C:2]1[N:7]=[C:6]([NH:8][CH2:9][CH2:10][CH2:11][OH:12])[C:5]([CH3:13])=[CH:4][N:3]=1.[CH2:14]([O:16][C:17](=[O:29])[CH2:18][C@H:19]1[C:27]2[C:22](=[CH:23][C:24](O)=[CH:25][CH:26]=2)[CH2:21][CH2:20]1)[CH3:15].C1C=CC(P(C2C=CC=CC=2)C2C=CC=CC=2)=CC=1.C1CCN(C(N=NC(N2CCCCC2)=O)=O)CC1. Product: [CH2:14]([O:16][C:17](=[O:29])[CH2:18][C@H:19]1[C:27]2[C:22](=[CH:23][C:24]([O:12][CH2:11][CH2:10][CH2:9][NH:8][C:6]3[C:5]([CH3:13])=[CH:4][N:3]=[C:2]([Cl:1])[N:7]=3)=[CH:25][CH:26]=2)[CH2:21][CH2:20]1)[CH3:15]. The catalyst class is: 1. (7) Reactant: [C:1]([C:3]1[C:4]2[N:44](COCC[Si](C)(C)C)[CH:43]=[N:42][C:5]=2[C:6]([CH2:33][C:34]2[C:39]([Cl:40])=[CH:38][CH:37]=[CH:36][C:35]=2[Cl:41])=[N:7][C:8]=1[NH:9][C:10]1[CH:30]=[CH:29][C:13]([C:14]([N:16]2[CH2:21][CH2:20][N:19](C(OC(C)(C)C)=O)[CH2:18][CH2:17]2)=[O:15])=[CH:12][C:11]=1[O:31][CH3:32])#[N:2].C(=O)(O)[O-].[Na+]. Product: [Cl:40][C:39]1[CH:38]=[CH:37][CH:36]=[C:35]([Cl:41])[C:34]=1[CH2:33][C:6]1[C:5]2[N:42]=[CH:43][NH:44][C:4]=2[C:3]([C:1]#[N:2])=[C:8]([NH:9][C:10]2[CH:30]=[CH:29][C:13]([C:14]([N:16]3[CH2:21][CH2:20][NH:19][CH2:18][CH2:17]3)=[O:15])=[CH:12][C:11]=2[O:31][CH3:32])[N:7]=1. The catalyst class is: 445.